This data is from Peptide-MHC class I binding affinity with 185,985 pairs from IEDB/IMGT. The task is: Regression. Given a peptide amino acid sequence and an MHC pseudo amino acid sequence, predict their binding affinity value. This is MHC class I binding data. (1) The peptide sequence is VDFLEENITAL. The MHC is Mamu-B01 with pseudo-sequence Mamu-B01. The binding affinity (normalized) is 0.256. (2) The peptide sequence is DMLLNVQTL. The MHC is HLA-A02:01 with pseudo-sequence HLA-A02:01. The binding affinity (normalized) is 0.256. (3) The peptide sequence is PSSAQTFFY. The MHC is HLA-A29:02 with pseudo-sequence HLA-A29:02. The binding affinity (normalized) is 0.343.